Predict the reaction yield, written as a fraction of the theoretical maximum amount of product (1.0 means a 100% yield; for example, 0.34 means a 34% yield). From a dataset of Reaction yield outcomes from USPTO patents with 853,638 reactions. The product is [C:1]([O:4][CH2:5][C:6]1[C:7]([N:13]2[CH2:26][CH2:25][N:16]3[C:17]4[CH2:18][CH2:19][CH2:20][CH2:21][C:22]=4[C:23]([F:24])=[C:15]3[C:14]2=[O:27])=[N:8][CH:9]=[CH:10][C:11]=1[B:28]([OH:32])[OH:29])(=[O:3])[CH3:2]. The catalyst is C1C=CC(P(C2C=CC=CC=2)[C-]2C=CC=C2)=CC=1.C1C=CC(P(C2C=CC=CC=2)[C-]2C=CC=C2)=CC=1.Cl[Pd]Cl.[Fe+2].O1CCOCC1. The reactants are [C:1]([O:4][CH2:5][C:6]1[C:7]([N:13]2[CH2:26][CH2:25][N:16]3[C:17]4[CH2:18][CH2:19][CH2:20][CH2:21][C:22]=4[C:23]([F:24])=[C:15]3[C:14]2=[O:27])=[N:8][CH:9]=[CH:10][C:11]=1Cl)(=[O:3])[CH3:2].[B:28]1(B2OC(C)(C)C(C)(C)O2)[O:32]C(C)(C)C(C)(C)[O:29]1.CC(C1C=C(C(C)C)C(C2C=CC=CC=2P(C2CCCCC2)C2CCCCC2)=C(C(C)C)C=1)C.C([O-])(=O)C.[K+]. The yield is 0.670.